From a dataset of Full USPTO retrosynthesis dataset with 1.9M reactions from patents (1976-2016). Predict the reactants needed to synthesize the given product. (1) Given the product [CH:54]1([CH:55]([NH:62][C:18]([C:7]2[CH:6]=[CH:5][C:4]([CH:1]3[CH2:2][CH2:3]3)=[C:9]([O:10][CH2:11][CH:12]3[CH2:13][CH2:14][O:15][CH2:16][CH2:17]3)[N:8]=2)=[O:20])[C:56]2[N:60]=[C:59]([CH3:61])[O:58][N:57]=2)[CH2:51][CH2:53]1, predict the reactants needed to synthesize it. The reactants are: [CH:1]1([C:4]2[CH:5]=[CH:6][C:7]([C:18]([OH:20])=O)=[N:8][C:9]=2[O:10][CH2:11][CH:12]2[CH2:17][CH2:16][O:15][CH2:14][CH2:13]2)[CH2:3][CH2:2]1.C1(C2C=CC(C(O)=O)=NC=2OCC2CCCO2)CC1.C1(N(C2N=C(C)ON=2)C)CC1.[CH:51]1([CH2:54][C@H:55]([NH2:62])[C:56]2[N:60]=[C:59]([CH3:61])[O:58][N:57]=2)[CH2:53]C1.CN(C(ON1N=NC2C=CC=CC1=2)=[N+](C)C)C.[B-](F)(F)(F)F.CCN(C(C)C)C(C)C. (2) Given the product [OH:34][CH2:33][C:7]([CH2:56][OH:57])([N:8]1[CH:12]=[C:11]([C:13]2[C:25]3[C:24]4[C:19](=[CH:20][CH:21]=[CH:22][CH:23]=4)[C:18]([OH:30])([C:26]([F:27])([F:28])[F:35])[C:17]=3[CH:16]=[C:15]([CH3:31])[CH:14]=2)[CH:10]=[N:9]1)[C:6]([OH:5])=[O:32], predict the reactants needed to synthesize it. The reactants are: C([O:5][C:6](=[O:32])[CH2:7][N:8]1[CH:12]=[C:11]([C:13]2[C:25]3[C:24]4[C:19](=[CH:20][CH:21]=[CH:22][CH:23]=4)[C:18]([OH:30])([C:26](F)([F:28])[F:27])[C:17]=3[CH:16]=[C:15]([CH3:31])[CH:14]=2)[CH:10]=[N:9]1)(C)(C)C.[CH2:33]=[O:34].[F-:35].C([N+](CCCC)(CCCC)CCCC)CCC.Cl.CN(C)[CH:56]=[O:57]. (3) Given the product [Br:4][C:5]1[CH:12]=[C:9]2[C:8](=[CH:7][CH:6]=1)[N:13]=[C:17]([C:18]([O:20][CH2:21][CH3:22])=[O:19])[C:23]([CH3:24])=[CH:10]2, predict the reactants needed to synthesize it. The reactants are: [Sn](Cl)Cl.[Br:4][C:5]1[CH:6]=[CH:7][C:8]([N+:13]([O-])=O)=[C:9]([CH:12]=1)[CH:10]=O.O=[C:17]([CH2:23][CH3:24])[C:18]([O:20][CH2:21][CH3:22])=[O:19].